From a dataset of Reaction yield outcomes from USPTO patents with 853,638 reactions. Predict the reaction yield, written as a fraction of the theoretical maximum amount of product (1.0 means a 100% yield; for example, 0.34 means a 34% yield). (1) The reactants are [Br:1][C:2]1[CH:3]=[C:4]([OH:9])[CH:5]=[CH:6][C:7]=1[F:8].Br[CH2:11][CH:12]([O:16][CH2:17][CH3:18])[O:13][CH2:14][CH3:15].C([O-])([O-])=O.[K+].[K+]. The catalyst is CN(C=O)C.O. The product is [Br:1][C:2]1[CH:3]=[C:4]([O:9][CH2:11][CH:12]([O:16][CH2:17][CH3:18])[O:13][CH2:14][CH3:15])[CH:5]=[CH:6][C:7]=1[F:8]. The yield is 0.800. (2) The reactants are [Cl:1][C:2]1[CH:10]=[C:9]2[C:5]([CH2:6][C:7](=[O:11])[NH:8]2)=[CH:4][CH:3]=1.[Cl:12][C:13]1[CH:14]=[C:15]([CH:18]=O)[S:16][CH:17]=1.N1CCCC1. No catalyst specified. The product is [Cl:1][C:2]1[CH:10]=[C:9]2[C:5](/[C:6](=[CH:18]/[C:15]3[S:16][CH:17]=[C:13]([Cl:12])[CH:14]=3)/[C:7](=[O:11])[NH:8]2)=[CH:4][CH:3]=1. The yield is 0.620. (3) The catalyst is O1CCCC1. The product is [Cl:1][C:2]1[N:10]=[C:9]2[C:5]([N:6]=[CH:7][N:8]2[C@H:17]2[CH2:13][CH2:14][N:15]([C:18]([O:20][C:21]([CH3:24])([CH3:23])[CH3:22])=[O:19])[CH2:16]2)=[C:4]([Cl:11])[N:3]=1. The reactants are [Cl:1][C:2]1[N:10]=[C:9]2[C:5]([NH:6][CH:7]=[N:8]2)=[C:4]([Cl:11])[N:3]=1.O[C@@H:13]1[CH2:17][CH2:16][N:15]([C:18]([O:20][C:21]([CH3:24])([CH3:23])[CH3:22])=[O:19])[CH2:14]1.C1(P(C2C=CC=CC=2)C2C=CC=CC=2)C=CC=CC=1.N(C(OC(C)C)=O)=NC(OC(C)C)=O. The yield is 0.920. (4) The reactants are [CH3:1][S:2][C:3]1[N:4]=[CH:5][C:6]2[C:15](=[O:16])[N:14]([C:17]3[CH:18]=[C:19]([CH:24]=[CH:25][CH:26]=3)[C:20]([NH:22][NH2:23])=[O:21])[CH2:13][C@H:12]3[N:8]([CH2:9][CH2:10][CH2:11]3)[C:7]=2[N:27]=1.C(N(CC)CC)C.[F:35][C:36]([F:41])([F:40])[C:37](O)=[O:38]. The catalyst is ClCCl. The product is [CH3:1][S:2][C:3]1[N:4]=[CH:5][C:6]2[C:15](=[O:16])[N:14]([C:17]3[CH:18]=[C:19]([CH:24]=[CH:25][CH:26]=3)[C:20]([NH:22][NH:23][C:37](=[O:38])[C:36]([F:41])([F:40])[F:35])=[O:21])[CH2:13][C@H:12]3[N:8]([CH2:9][CH2:10][CH2:11]3)[C:7]=2[N:27]=1. The yield is 0.930. (5) The reactants are Br[C:2]1[CH:10]=[C:9]2[C:5]([CH2:6][C:7]3([CH2:19][C:14]4[CH:15]=[N:16][N:17]=[CH:18][C:13]=4[CH2:12]3)[C:8]2=[O:11])=[CH:4][CH:3]=1.[C:20]([C:22]1[CH:23]=[C:24](B(O)O)[CH:25]=[CH:26][CH:27]=1)#[N:21].C([O-])([O-])=O.[Cs+].[Cs+].O1CCOCC1. The catalyst is C(Cl)Cl.Cl[Pd](Cl)([P](C1C=CC=CC=1)(C1C=CC=CC=1)C1C=CC=CC=1)[P](C1C=CC=CC=1)(C1C=CC=CC=1)C1C=CC=CC=1.O. The product is [O:11]=[C:8]1[C:9]2[C:5](=[CH:4][CH:3]=[C:2]([C:26]3[CH:27]=[C:22]([CH:23]=[CH:24][CH:25]=3)[C:20]#[N:21])[CH:10]=2)[CH2:6][C:7]21[CH2:19][C:14]1[CH:15]=[N:16][N:17]=[CH:18][C:13]=1[CH2:12]2. The yield is 0.600. (6) The reactants are C([O:3][C:4](=[O:32])[CH2:5][CH:6]([N:13]1[C:21]2[C:16](=[CH:17][C:18]([O:22][CH2:23][CH2:24][O:25][NH:26][C:27]3[NH:28][CH2:29][CH2:30][N:31]=3)=[CH:19][CH:20]=2)[CH:15]=[CH:14]1)[C:7]1[CH:12]=[CH:11][CH:10]=[CH:9][CH:8]=1)C.[OH-].[Li+].Cl. The catalyst is CO.O. The product is [NH:28]1[CH2:29][CH2:30][N:31]=[C:27]1[NH:26][O:25][CH2:24][CH2:23][O:22][C:18]1[CH:17]=[C:16]2[C:21](=[CH:20][CH:19]=1)[N:13]([CH:6]([C:7]1[CH:12]=[CH:11][CH:10]=[CH:9][CH:8]=1)[CH2:5][C:4]([OH:32])=[O:3])[CH:14]=[CH:15]2. The yield is 0.740.